Task: Predict the product of the given reaction.. Dataset: Forward reaction prediction with 1.9M reactions from USPTO patents (1976-2016) (1) Given the reactants Br[C:2]1[CH:7]=[CH:6][C:5]([C:8]2[CH:16]=[C:11]3[N:12]=[CH:13][CH:14]=[CH:15][N:10]3[N:9]=2)=[CH:4][CH:3]=1.[CH3:17][C@H:18]1[CH2:23][CH2:22][C@H:21]([C:24]([N:26]([CH:39]([CH3:41])[CH3:40])[C:27]2[CH:28]=[C:29](B(O)O)[S:30][C:31]=2[C:32]([O:34][CH3:35])=[O:33])=[O:25])[CH2:20][CH2:19]1.COCCOC, predict the reaction product. The product is: [CH3:17][C@H:18]1[CH2:19][CH2:20][C@H:21]([C:24]([N:26]([CH:39]([CH3:41])[CH3:40])[C:27]2[CH:28]=[C:29]([C:2]3[CH:7]=[CH:6][C:5]([C:8]4[CH:16]=[C:11]5[N:12]=[CH:13][CH:14]=[CH:15][N:10]5[N:9]=4)=[CH:4][CH:3]=3)[S:30][C:31]=2[C:32]([O:34][CH3:35])=[O:33])=[O:25])[CH2:22][CH2:23]1. (2) Given the reactants [CH3:1][C:2]([CH3:6])([CH3:5])[CH2:3][NH2:4].[Cl:7][C:8]1[CH:13]=[N:12][CH:11]=[C:10](Cl)[N:9]=1.C(=O)([O-])[O-].[K+].[K+].CC(N(C)C)=O, predict the reaction product. The product is: [Cl:7][C:8]1[N:9]=[C:10]([NH:4][CH2:3][C:2]([CH3:6])([CH3:5])[CH3:1])[CH:11]=[N:12][CH:13]=1.